Task: Predict the reaction yield, written as a fraction of the theoretical maximum amount of product (1.0 means a 100% yield; for example, 0.34 means a 34% yield).. Dataset: Reaction yield outcomes from USPTO patents with 853,638 reactions (1) The product is [O:4]1[C:5]2([CH2:6][CH2:7][CH:8]([N:11]3[C:45](=[O:46])[C:44]([CH:42]([C:39]4[CH:40]=[CH:41][C:36]([C:31]5[C:30]([C:28]#[N:29])=[CH:35][CH:34]=[CH:33][CH:32]=5)=[CH:37][CH:38]=4)[CH3:43])=[C:50]([CH2:51][CH2:52][CH3:53])[N:16]4[N:15]=[CH:14][CH:13]=[C:12]34)[CH2:9][CH2:10]2)[O:1][CH2:2][CH2:3]1. The catalyst is CCN(C1C=CC=CC=1)CC.O. The reactants are [O:1]1[C:5]2([CH2:10][CH2:9][CH:8]([NH:11][C:12]3[NH:16][N:15]=[CH:14][CH:13]=3)[CH2:7][CH2:6]2)[O:4][CH2:3][CH2:2]1.N12CCCN=C1CCCCC2.[C:28]([C:30]1[CH:35]=[CH:34][CH:33]=[CH:32][C:31]=1[C:36]1[CH:41]=[CH:40][C:39]([CH:42]([CH:44]([C:50](=O)[CH2:51][CH2:52][CH3:53])[C:45](OCC)=[O:46])[CH3:43])=[CH:38][CH:37]=1)#[N:29].C(OCC)(=O)C. The yield is 0.740. (2) The reactants are [CH3:1][O:2][C:3]1[CH:8]=[CH:7][CH:6]=[CH:5][C:4]=1[C:9]1[NH:10][C:11]2[C:16]([CH:17]=1)=[CH:15][C:14](B1OC(C)(C)C(C)(C)O1)=[CH:13][CH:12]=2.FC(F)(F)S(O[C:33]1[CH2:34][CH2:35][N:36]([C:40]([O:42][C:43]([CH3:46])([CH3:45])[CH3:44])=[O:41])[CH2:37][CH2:38][CH:39]=1)(=O)=O.C(=O)([O-])[O-].[Cs+].[Cs+]. The catalyst is CN(C=O)C.C1C=CC(P(C2C=CC=CC=2)[C-]2C=CC=C2)=CC=1.C1C=CC(P(C2C=CC=CC=2)[C-]2C=CC=C2)=CC=1.Cl[Pd]Cl.[Fe+2]. The product is [CH3:1][O:2][C:3]1[CH:8]=[CH:7][CH:6]=[CH:5][C:4]=1[C:9]1[NH:10][C:11]2[C:16]([CH:17]=1)=[CH:15][C:14]([C:33]1[CH2:34][CH2:35][N:36]([C:40]([O:42][C:43]([CH3:46])([CH3:45])[CH3:44])=[O:41])[CH2:37][CH2:38][CH:39]=1)=[CH:13][CH:12]=2. The yield is 0.800. (3) The reactants are [CH2:1]([O:3][C:4]([C:6]1[C:11]([C:12]#[N:13])=[CH:10][CH:9]=[C:8]([O:14][C:15]2[CH:20]=[CH:19][C:18](Br)=[C:17]([CH:22]=[O:23])[CH:16]=2)[N:7]=1)=[O:5])[CH3:2].[B:24]1([B:24]2[O:28][C:27]([CH3:30])([CH3:29])[C:26]([CH3:32])([CH3:31])[O:25]2)[O:28][C:27]([CH3:30])([CH3:29])[C:26]([CH3:32])([CH3:31])[O:25]1.C([O-])(=O)C.[K+]. The catalyst is O1CCOCC1.C1C=CC(P(C2C=CC=CC=2)[C-]2C=CC=C2)=CC=1.C1C=CC(P(C2C=CC=CC=2)[C-]2C=CC=C2)=CC=1.Cl[Pd]Cl.[Fe+2]. The product is [CH2:1]([O:3][C:4]([C:6]1[C:11]([C:12]#[N:13])=[CH:10][CH:9]=[C:8]([O:14][C:15]2[CH:20]=[CH:19][C:18]([B:24]3[O:28][C:27]([CH3:30])([CH3:29])[C:26]([CH3:32])([CH3:31])[O:25]3)=[C:17]([CH:22]=[O:23])[CH:16]=2)[N:7]=1)=[O:5])[CH3:2]. The yield is 0.290. (4) The reactants are [C:1](Cl)(=[O:4])[CH:2]=[CH2:3].[CH3:6][O:7][C:8]1[CH:13]=[C:12]([N:14]2[CH2:17][C:16]3([N:21]([CH3:22])[CH2:20][CH2:19][CH2:18]3)[CH2:15]2)[C:11]([NH2:23])=[CH:10][C:9]=1[NH:24][C:25]1[N:30]=[C:29]([C:31]2[C:39]3[C:34](=[CH:35][CH:36]=[CH:37][CH:38]=3)[N:33]([CH3:40])[CH:32]=2)[CH:28]=[CH:27][N:26]=1.CCN(C(C)C)C(C)C. The catalyst is C(Cl)Cl. The product is [CH3:6][O:7][C:8]1[C:9]([NH:24][C:25]2[N:30]=[C:29]([C:31]3[C:39]4[C:34](=[CH:35][CH:36]=[CH:37][CH:38]=4)[N:33]([CH3:40])[CH:32]=3)[CH:28]=[CH:27][N:26]=2)=[CH:10][C:11]([NH:23][C:1](=[O:4])[CH:2]=[CH2:3])=[C:12]([N:14]2[CH2:17][C:16]3([N:21]([CH3:22])[CH2:20][CH2:19][CH2:18]3)[CH2:15]2)[CH:13]=1. The yield is 0.280. (5) The reactants are [Cl:1][C:2]1[CH:7]=[CH:6][C:5]([CH:8]([C:18]2[C:22]3[CH:23]=[CH:24][C:25]([C:27]4[C:28]5[C@H:35]([CH3:36])[CH2:34][C@@H:33]([OH:37])[C:29]=5[N:30]=[CH:31][N:32]=4)=[CH:26][C:21]=3[S:20][N:19]=2)[CH2:9][NH:10]C(=O)OC(C)(C)C)=[CH:4][CH:3]=1.[ClH:38]. The catalyst is C(Cl)Cl.O1CCOCC1. The product is [ClH:1].[ClH:38].[ClH:1].[NH2:10][CH2:9][CH:8]([C:18]1[C:22]2[CH:23]=[CH:24][C:25]([C:27]3[C:28]4[C@H:35]([CH3:36])[CH2:34][C@@H:33]([OH:37])[C:29]=4[N:30]=[CH:31][N:32]=3)=[CH:26][C:21]=2[S:20][N:19]=1)[C:5]1[CH:4]=[CH:3][C:2]([Cl:1])=[CH:7][CH:6]=1. The yield is 0.770. (6) The reactants are [CH3:1][N:2]1[C:6]([C:7]2[CH:21]=[C:20]([N+:22]([O-])=O)[CH:19]=[CH:18][C:8]=2[O:9][CH2:10][CH2:11][N:12]2[CH2:17][CH2:16][O:15][CH2:14][CH2:13]2)=[CH:5][CH:4]=[N:3]1.O.C1COCC1. The catalyst is [Cl-].[NH4+].[Zn]. The product is [CH3:1][N:2]1[C:6]([C:7]2[CH:21]=[C:20]([NH2:22])[CH:19]=[CH:18][C:8]=2[O:9][CH2:10][CH2:11][N:12]2[CH2:17][CH2:16][O:15][CH2:14][CH2:13]2)=[CH:5][CH:4]=[N:3]1. The yield is 0.990. (7) The reactants are [CH3:1][O:2][C:3]([C:5]1[S:6][C:7]([C:11]2[CH:16]=[CH:15][CH:14]=[CH:13][CH:12]=2)=[CH:8][C:9]=1[NH2:10])=[O:4].[CH2:17]=[C:18]([CH3:20])[CH3:19]. The catalyst is S(=O)(=O)(O)O.O1CCOCC1.C(Cl)(Cl)Cl. The product is [CH3:1][O:2][C:3]([C:5]1[S:6][C:7]([C:11]2[CH:16]=[CH:15][CH:14]=[CH:13][CH:12]=2)=[CH:8][C:9]=1[NH:10][C:18]([CH3:20])([CH3:19])[CH3:17])=[O:4]. The yield is 0.620. (8) The reactants are CC(C)([O-])C.[K+].Cl.C[NH:9]O.[Cl:11][C:12]1[CH:13]=[C:14]([C:18]([N+:21]([O-:23])=[O:22])=[CH:19][CH:20]=1)[C:15]([OH:17])=[O:16]. The catalyst is CN(C=O)C.O.C([O-])(=O)C.[Cu+2].C([O-])(=O)C. The product is [NH2:9][C:19]1[C:18]([N+:21]([O-:23])=[O:22])=[C:14]([CH:13]=[C:12]([Cl:11])[CH:20]=1)[C:15]([OH:17])=[O:16]. The yield is 0.605. (9) The yield is 0.0800. The product is [CH3:28][O:29][C:30]1[CH:35]=[CH:34][N:33]=[C:32]([C:2]2[CH:3]=[C:4]([C:8]3([C:18]4[CH:23]=[CH:22][N:21]=[C:20]([C:24]([F:25])([F:26])[F:27])[CH:19]=4)[C:16]4[C:11](=[N:12][CH:13]=[CH:14][CH:15]=4)[C:10]([NH2:17])=[N:9]3)[CH:5]=[CH:6][CH:7]=2)[CH:31]=1. The catalyst is C1C=CC([P]([Pd]([P](C2C=CC=CC=2)(C2C=CC=CC=2)C2C=CC=CC=2)([P](C2C=CC=CC=2)(C2C=CC=CC=2)C2C=CC=CC=2)[P](C2C=CC=CC=2)(C2C=CC=CC=2)C2C=CC=CC=2)(C2C=CC=CC=2)C2C=CC=CC=2)=CC=1.CN(C=O)C. The reactants are Br[C:2]1[CH:3]=[C:4]([C:8]2([C:18]3[CH:23]=[CH:22][N:21]=[C:20]([C:24]([F:27])([F:26])[F:25])[CH:19]=3)[C:16]3[C:11](=[N:12][CH:13]=[CH:14][CH:15]=3)[C:10]([NH2:17])=[N:9]2)[CH:5]=[CH:6][CH:7]=1.[CH3:28][O:29][C:30]1[CH:35]=[CH:34][N:33]=[C:32]([Sn](CCCC)(CCCC)CCCC)[CH:31]=1.